This data is from Forward reaction prediction with 1.9M reactions from USPTO patents (1976-2016). The task is: Predict the product of the given reaction. (1) Given the reactants [OH:1][C@H:2]([C@H:10]1[O:15][CH2:14][CH2:13][N:12]([C:16]2[CH:21]=[CH:20][C:19]([CH3:22])=[CH:18][CH:17]=2)[C:11]1=[O:23])[C:3]([O:5]C(C)(C)C)=[O:4], predict the reaction product. The product is: [OH:1][C@H:2]([C@H:10]1[O:15][CH2:14][CH2:13][N:12]([C:16]2[CH:21]=[CH:20][C:19]([CH3:22])=[CH:18][CH:17]=2)[C:11]1=[O:23])[C:3]([OH:5])=[O:4]. (2) The product is: [OH:25][CH2:24][C@@H:23]([NH:22][C:17](=[O:18])[C:16]([C:13]1[CH:12]=[CH:11][C:10]([C:6]2[CH:7]=[CH:8][CH:9]=[C:4]([CH2:3][O:2][CH3:1])[CH:5]=2)=[CH:15][CH:14]=1)([CH3:21])[CH3:20])[CH2:26][CH3:27]. Given the reactants [CH3:1][O:2][CH2:3][C:4]1[CH:5]=[C:6]([C:10]2[CH:15]=[CH:14][C:13]([C:16]([CH3:21])([CH3:20])[C:17](O)=[O:18])=[CH:12][CH:11]=2)[CH:7]=[CH:8][CH:9]=1.[NH2:22][C@@H:23]([CH2:26][CH3:27])[CH2:24][OH:25], predict the reaction product. (3) Given the reactants C(N(CC)C(C)C)(C)C.[C:10](OC(=O)C)(=[O:12])[CH3:11].[NH2:17][C:18]([C:45]1[CH:50]=[CH:49][CH:48]=[C:47]([C:51]([F:54])([F:53])[F:52])[CH:46]=1)([CH3:44])[CH2:19][NH:20][C:21](=[O:43])[CH2:22][N:23]1[C:27](=[O:28])[N:26]([CH2:29][C@H:30]([OH:35])[C:31]([F:34])([F:33])[F:32])[C:25]([C:36]2[CH:41]=[CH:40][C:39]([Cl:42])=[CH:38][CH:37]=2)=[N:24]1, predict the reaction product. The product is: [C:10]([NH:17][C:18]([C:45]1[CH:50]=[CH:49][CH:48]=[C:47]([C:51]([F:54])([F:53])[F:52])[CH:46]=1)([CH3:44])[CH2:19][NH:20][C:21](=[O:43])[CH2:22][N:23]1[C:27](=[O:28])[N:26]([CH2:29][C@H:30]([OH:35])[C:31]([F:34])([F:33])[F:32])[C:25]([C:36]2[CH:41]=[CH:40][C:39]([Cl:42])=[CH:38][CH:37]=2)=[N:24]1)(=[O:12])[CH3:11].